The task is: Predict the reaction yield, written as a fraction of the theoretical maximum amount of product (1.0 means a 100% yield; for example, 0.34 means a 34% yield).. This data is from Reaction yield outcomes from USPTO patents with 853,638 reactions. (1) The reactants are [C:1]([O:5][C:6]([N:8]1[CH2:25][C@@H:24]([CH3:26])[N:11]2[C:12]3[CH:13]=[C:14]([C:20]([F:23])([F:22])[F:21])[C:15](Br)=[CH:16][C:17]=3[CH2:18][C@@H:10]2[CH2:9]1)=[O:7])([CH3:4])([CH3:3])[CH3:2].[CH3:27]I.C[Li].O. The catalyst is C(OC)(C)(C)C.C(OCC)C. The product is [C:1]([O:5][C:6]([N:8]1[CH2:25][C@@H:24]([CH3:26])[N:11]2[C:12]3[CH:13]=[C:14]([C:20]([F:23])([F:22])[F:21])[C:15]([CH3:27])=[CH:16][C:17]=3[CH2:18][C@@H:10]2[CH2:9]1)=[O:7])([CH3:4])([CH3:3])[CH3:2]. The yield is 0.630. (2) The reactants are [NH:1](C(OCC1C2C(=CC=CC=2)C2C1=CC=CC=2)=O)[CH2:2][CH2:3][C:4](O)=[O:5].C(Cl)(=O)C(Cl)=O.[CH:30]1([CH2:33][NH2:34])[CH2:32][CH2:31]1.C(N(CC)CC)C.Cl. The catalyst is ClCCl.CN(C)C=O. The product is [CH:30]1([CH2:33][NH:34][C:4](=[O:5])[CH2:3][CH2:2][NH2:1])[CH2:32][CH2:31]1. The yield is 0.570. (3) The reactants are [Al].[Li].[CH3:3][O:4][C:5]1[C:13]2[O:12][C:11]([CH3:15])([CH3:14])[CH2:10][C:9]=2[CH:8]=[C:7]([C:16]([CH3:21])([CH3:20])[C:17]([NH2:19])=O)[CH:6]=1.C(OCC)(=O)C.[C:28]([C:30]1[CH:31]=[C:32]([CH:36]=[CH:37][CH:38]=1)[C:33](O)=[O:34])#[N:29]. The catalyst is O1CCCC1. The product is [C:28]([C:30]1[CH:31]=[C:32]([CH:36]=[CH:37][CH:38]=1)[C:33]([NH:19][CH2:17][C:16]([C:7]1[CH:6]=[C:5]([O:4][CH3:3])[C:13]2[O:12][C:11]([CH3:15])([CH3:14])[CH2:10][C:9]=2[CH:8]=1)([CH3:21])[CH3:20])=[O:34])#[N:29]. The yield is 0.500. (4) The reactants are C(O)(C(F)(F)F)=O.[CH3:8][O:9][C:10]1[CH:15]=[CH:14][C:13]([C:16]2[CH:21]=[CH:20][C:19]([C:22]([NH:24][C@H:25]([C:34]([O:36]C(C)(C)C)=[O:35])[CH2:26][C:27]([O:29]C(C)(C)C)=[O:28])=[O:23])=[C:18]([NH:41][C:42]([NH:44][C:45]3[C:50]([CH3:51])=[CH:49][C:48]([CH3:52])=[CH:47][C:46]=3[CH3:53])=[O:43])[CH:17]=2)=[CH:12][CH:11]=1. The catalyst is C(Cl)Cl. The product is [CH3:8][O:9][C:10]1[CH:11]=[CH:12][C:13]([C:16]2[CH:21]=[CH:20][C:19]([C:22]([NH:24][C@H:25]([C:34]([OH:36])=[O:35])[CH2:26][C:27]([OH:29])=[O:28])=[O:23])=[C:18]([NH:41][C:42]([NH:44][C:45]3[C:46]([CH3:53])=[CH:47][C:48]([CH3:52])=[CH:49][C:50]=3[CH3:51])=[O:43])[CH:17]=2)=[CH:14][CH:15]=1. The yield is 0.550. (5) The reactants are [NH2:1][C:2]1[CH:3]=[C:4]([NH:8][C:9](=[O:20])[CH2:10][C:11]2[CH:16]=[CH:15][CH:14]=[C:13]([N+:17]([O-:19])=[O:18])[CH:12]=2)[CH:5]=[CH:6][CH:7]=1.Cl.[Cl:22][C:23]1[N:28]=[C:27](Cl)[C:26]([Cl:30])=[CH:25][N:24]=1.C(=O)([O-])[O-].[K+].[K+].C(N(CC)CC)C. The catalyst is CN(C=O)C. The product is [Cl:22][C:23]1[N:28]=[C:27]([NH:1][C:2]2[CH:3]=[C:4]([NH:8][C:9](=[O:20])[CH2:10][C:11]3[CH:16]=[CH:15][CH:14]=[C:13]([N+:17]([O-:19])=[O:18])[CH:12]=3)[CH:5]=[CH:6][CH:7]=2)[C:26]([Cl:30])=[CH:25][N:24]=1. The yield is 0.530. (6) The reactants are Cl[C:2]1[C:3]2[N:4]([CH2:13][CH2:14][N:15]=2)[C:5]2[C:10]([N:11]=1)=[CH:9][CH:8]=[C:7]([Cl:12])[CH:6]=2.[CH3:16][N:17]1[CH2:22][CH2:21][NH:20][CH2:19][CH2:18]1. The catalyst is CCO. The product is [Cl:12][C:7]1[CH:6]=[C:5]2[C:10]([N:11]=[C:2]([N:20]3[CH2:21][CH2:22][N:17]([CH3:16])[CH2:18][CH2:19]3)[C:3]3[N:4]2[CH2:13][CH2:14][N:15]=3)=[CH:9][CH:8]=1. The yield is 0.790. (7) The reactants are [CH3:1][N:2]([CH3:32])[C:3]([C:5]1[N:26]([CH:27]2[CH2:31][CH2:30][CH2:29][CH2:28]2)[C:8]2[N:9]=[C:10]([NH:13][C:14]3[CH:19]=[CH:18][C:17]([N:20]4[CH2:25][CH2:24][NH:23][CH2:22][CH2:21]4)=[CH:16][N:15]=3)[N:11]=[CH:12][C:7]=2[CH:6]=1)=[O:4].[N:33]1([C:39](Cl)=[O:40])[CH2:38][CH2:37][O:36][CH2:35][CH2:34]1. No catalyst specified. The product is [CH3:1][N:2]([CH3:32])[C:3]([C:5]1[N:26]([CH:27]2[CH2:31][CH2:30][CH2:29][CH2:28]2)[C:8]2[N:9]=[C:10]([NH:13][C:14]3[CH:19]=[CH:18][C:17]([N:20]4[CH2:21][CH2:22][N:23]([C:39]([N:33]5[CH2:38][CH2:37][O:36][CH2:35][CH2:34]5)=[O:40])[CH2:24][CH2:25]4)=[CH:16][N:15]=3)[N:11]=[CH:12][C:7]=2[CH:6]=1)=[O:4]. The yield is 0.620.